From a dataset of Full USPTO retrosynthesis dataset with 1.9M reactions from patents (1976-2016). Predict the reactants needed to synthesize the given product. (1) Given the product [CH2:13]([C:14]1[C:23]([CH3:24])=[CH:22][C:21]2[C:16](=[CH:17][CH:18]=[CH:19][CH:20]=2)[C:15]=1[CH:25]=[O:26])[CH3:1], predict the reactants needed to synthesize it. The reactants are: [CH3:1]N(C)CCNC.C([Li])CCC.[CH3:13][C:14]1[C:23]([CH3:24])=[CH:22][C:21]2[C:16](=[CH:17][CH:18]=[CH:19][CH:20]=2)[C:15]=1[CH:25]=[O:26].IC.Cl. (2) The reactants are: [CH3:1][O:2][C:3]1[CH:20]=[C:19]([O:21][CH3:22])[CH:18]=[CH:17][C:4]=1[CH2:5][NH:6][C:7]([C:9]1[C:13]([N+:14]([O-])=O)=[CH:12][NH:11][N:10]=1)=[O:8]. Given the product [NH2:14][C:13]1[C:9]([C:7]([NH:6][CH2:5][C:4]2[CH:17]=[CH:18][C:19]([O:21][CH3:22])=[CH:20][C:3]=2[O:2][CH3:1])=[O:8])=[N:10][NH:11][CH:12]=1, predict the reactants needed to synthesize it. (3) The reactants are: OO.[CH2:3]([N:5]1[CH2:13][C:12]2[C:7](=[CH:8][C:9]3[N+:17]([O-:18])=[N:16][C:15]([NH2:19])=[N:14][C:10]=3[CH:11]=2)[CH2:6]1)[CH3:4].C(O)(C(F)(F)F)=[O:21].O. Given the product [CH2:3]([N:5]1[CH2:13][C:12]2[C:7](=[CH:8][C:9]3[N+:17]([O-:18])=[N:16][C:15]([NH2:19])=[N+:14]([O-:21])[C:10]=3[CH:11]=2)[CH2:6]1)[CH3:4], predict the reactants needed to synthesize it. (4) Given the product [Cl:45][C:40]1[CH:41]=[CH:42][CH:43]=[CH:44][C:39]=1[C@H:37]([O:36][C:29]1[CH:28]=[C:27]([NH:26][C:9]2[CH:8]=[C:7]([CH2:6][O:5][C:3](=[O:4])[C:2]([CH3:1])([CH3:24])[CH3:25])[CH:12]=[CH:11][C:10]=2[N+:13]([O-:15])=[O:14])[S:31][C:30]=1[C:32]([O:34][CH3:35])=[O:33])[CH3:38], predict the reactants needed to synthesize it. The reactants are: [CH3:1][C:2]([CH3:25])([CH3:24])[C:3]([O:5][CH2:6][C:7]1[CH:12]=[CH:11][C:10]([N+:13]([O-:15])=[O:14])=[C:9](OS(C(F)(F)F)(=O)=O)[CH:8]=1)=[O:4].[NH2:26][C:27]1[S:31][C:30]([C:32]([O:34][CH3:35])=[O:33])=[C:29]([O:36][C@@H:37]([C:39]2[CH:44]=[CH:43][CH:42]=[CH:41][C:40]=2[Cl:45])[CH3:38])[CH:28]=1.C1(C)C=CC=CC=1.C(=O)([O-])[O-].[Cs+].[Cs+]. (5) Given the product [F:20][C:18]1[CH:17]=[CH:16][C:15]([S:21]([N:24]([C:29]2[C:38]([C:39]([O:41][CH3:42])=[O:40])=[C:37]3[C:32]([C@H:33]4[CH2:43][C@H:34]4[CH2:35][O:36]3)=[CH:31][CH:30]=2)[C:25]([O:27][CH3:28])=[O:26])(=[O:22])=[O:23])=[C:14](/[CH:13]=[CH:12]\[CH2:11][O:5][S:6]([CH3:9])(=[O:7])=[O:8])[CH:19]=1, predict the reactants needed to synthesize it. The reactants are: CS([O:5][S:6]([CH3:9])(=[O:8])=[O:7])(=O)=O.O[CH2:11]/[CH:12]=[CH:13]\[C:14]1[CH:19]=[C:18]([F:20])[CH:17]=[CH:16][C:15]=1[S:21]([N:24]([C:29]1[C:38]([C:39]([O:41][CH3:42])=[O:40])=[C:37]2[C:32]([C@H:33]3[CH2:43][C@H:34]3[CH2:35][O:36]2)=[CH:31][CH:30]=1)[C:25]([O:27][CH3:28])=[O:26])(=[O:23])=[O:22].C(N(C(C)C)CC)(C)C.C(=O)(O)[O-].[Na+].